Predict the product of the given reaction. From a dataset of Forward reaction prediction with 1.9M reactions from USPTO patents (1976-2016). (1) Given the reactants [CH:1]([S:4]([C:7]1[CH:14]=[CH:13][CH:12]=[CH:11][C:8]=1[C:9]#[N:10])(=[O:6])=[O:5])([CH3:3])[CH3:2].[ClH:15], predict the reaction product. The product is: [ClH:15].[CH:1]([S:4]([C:7]1[CH:14]=[CH:13][CH:12]=[CH:11][C:8]=1[CH2:9][NH2:10])(=[O:6])=[O:5])([CH3:3])[CH3:2]. (2) Given the reactants [F:1][CH:2]([F:17])[C:3]([C:9]1[CH:14]=[CH:13][C:12]([NH2:15])=[C:11]([CH3:16])[CH:10]=1)(F)[C:4]([F:7])([F:6])[F:5].[BH4-].[Na+].O, predict the reaction product. The product is: [F:17][CH:2]([F:1])[CH:3]([C:9]1[CH:14]=[CH:13][C:12]([NH2:15])=[C:11]([CH3:16])[CH:10]=1)[C:4]([F:5])([F:6])[F:7]. (3) Given the reactants Br[C:2]1[S:6][C:5]([N:7]2[CH2:12][CH2:11][N:10]([CH3:13])[CH2:9][CH2:8]2)=[N:4][CH:3]=1.[Cl:14][C:15]1[CH:24]=[CH:23][C:22]([F:25])=[C:21]2[C:16]=1[CH:17]=[C:18]([C:26]1[C:27]([NH2:41])=[N:28][CH:29]=[C:30](B3OC(C)(C)C(C)(C)O3)[CH:31]=1)[N:19]=[CH:20]2.C(=O)([O-])[O-].[K+].[K+].[ClH:48], predict the reaction product. The product is: [ClH:14].[ClH:48].[ClH:14].[Cl:14][C:15]1[CH:24]=[CH:23][C:22]([F:25])=[C:21]2[C:16]=1[CH:17]=[C:18]([C:26]1[C:27]([NH2:41])=[N:28][CH:29]=[C:30]([C:2]3[S:6][C:5]([N:7]4[CH2:12][CH2:11][N:10]([CH3:13])[CH2:9][CH2:8]4)=[N:4][CH:3]=3)[CH:31]=1)[N:19]=[CH:20]2. (4) Given the reactants [Cl:1][C:2]1[C:7]([N+:8]([O-])=O)=[CH:6][CH:5]=[C:4]([C:11]2[CH:16]=[CH:15][CH:14]=[CH:13][CH:12]=2)[N:3]=1.[CH:17]([Mg]Br)=[CH2:18].[NH4+].[Cl-], predict the reaction product. The product is: [Cl:1][C:2]1[N:3]=[C:4]([C:11]2[CH:16]=[CH:15][CH:14]=[CH:13][CH:12]=2)[CH:5]=[C:6]2[CH:18]=[CH:17][NH:8][C:7]=12. (5) Given the reactants [CH:1]([NH:3][C:4]1[CH:9]=[CH:8][C:7]([CH2:10][C:11]([O:13][CH3:14])=[O:12])=[CH:6][CH:5]=1)=O.CSC.B.CO, predict the reaction product. The product is: [CH3:1][NH:3][C:4]1[CH:5]=[CH:6][C:7]([CH2:10][C:11]([O:13][CH3:14])=[O:12])=[CH:8][CH:9]=1. (6) Given the reactants ClC(N(C)C)=C(C)C.[N:9]1([C:13]([C:15]2[N:20]=[CH:19][C:18]([O:21][C:22]3[CH:23]=[C:24]([CH:28]=[C:29]([O:31][C@H:32]4[CH2:36][CH2:35][O:34][CH2:33]4)[CH:30]=3)[C:25]([OH:27])=O)=[CH:17][CH:16]=2)=[O:14])[CH2:12][CH2:11][CH2:10]1.[NH2:37][C:38]1[CH:43]=[N:42][CH:41]=[CH:40][N:39]=1.N1C=CC=CC=1, predict the reaction product. The product is: [N:9]1([C:13]([C:15]2[N:20]=[CH:19][C:18]([O:21][C:22]3[CH:23]=[C:24]([CH:28]=[C:29]([O:31][C@H:32]4[CH2:36][CH2:35][O:34][CH2:33]4)[CH:30]=3)[C:25]([NH:37][C:38]3[CH:43]=[N:42][CH:41]=[CH:40][N:39]=3)=[O:27])=[CH:17][CH:16]=2)=[O:14])[CH2:12][CH2:11][CH2:10]1. (7) Given the reactants Br[C:2]1[CH:7]=[CH:6][CH:5]=[CH:4][C:3]=1[C:8]1[CH:13]=[CH:12][C:11]([S:14]([CH3:17])(=[O:16])=[O:15])=[CH:10][CH:9]=1.[Cl:18][C:19]1[CH:20]=[C:21](B(O)O)[CH:22]=[CH:23][C:24]=1[O:25][CH3:26], predict the reaction product. The product is: [Cl:18][C:19]1[CH:20]=[C:21]([C:2]2[CH:7]=[CH:6][CH:5]=[CH:4][C:3]=2[C:8]2[CH:13]=[CH:12][C:11]([S:14]([CH3:17])(=[O:16])=[O:15])=[CH:10][CH:9]=2)[CH:22]=[CH:23][C:24]=1[O:25][CH3:26]. (8) Given the reactants [CH3:1][C:2]1[CH:7]=[C:6]([CH3:8])[CH:5]=[CH:4][N:3]=1.[OH:9]O, predict the reaction product. The product is: [CH3:1][C:2]1[CH:7]=[C:6]([CH3:8])[CH:5]=[CH:4][N+:3]=1[O-:9]. (9) The product is: [F:1][C:2]1[CH:7]=[CH:6][C:5]([N:8]2[C:11](=[O:12])[C@H:10]([S:13][CH2:14][CH:15]([C:17]3[CH:18]=[CH:19][C:20]([F:23])=[CH:21][CH:22]=3)[OH:16])[C@H:9]2[C:24]2[CH:25]=[CH:26][C:27]([O:28][CH2:29][C:30]([NH:32][CH2:33][C:34]([NH:36][CH2:37][C:38]([OH:40])=[O:39])=[O:35])=[O:31])=[CH:41][CH:42]=2)=[CH:4][CH:3]=1. Given the reactants [F:1][C:2]1[CH:7]=[CH:6][C:5]([N:8]2[C:11](=[O:12])[C@H:10]([S:13][CH2:14][C:15]([C:17]3[CH:22]=[CH:21][C:20]([F:23])=[CH:19][CH:18]=3)=[O:16])[C@H:9]2[C:24]2[CH:42]=[CH:41][C:27]([O:28][CH2:29][C:30]([NH:32][CH2:33][C:34]([NH:36][CH2:37][C:38]([OH:40])=[O:39])=[O:35])=[O:31])=[CH:26][CH:25]=2)=[CH:4][CH:3]=1.[BH4-].[Na+].C([O-])(=O)C.[NH4+], predict the reaction product.